The task is: Predict the reaction yield, written as a fraction of the theoretical maximum amount of product (1.0 means a 100% yield; for example, 0.34 means a 34% yield).. This data is from Reaction yield outcomes from USPTO patents with 853,638 reactions. (1) The reactants are Br[CH:2]([C:4]1[CH:9]=[CH:8][C:7]([F:10])=[CH:6][CH:5]=1)[CH3:3].C([O-])([O-])=O.[K+].[K+].[C:17]([O:21][C:22]([N:24]1[CH2:29][CH2:28][NH:27][CH2:26][CH2:25]1)=[O:23])([CH3:20])([CH3:19])[CH3:18].O. The catalyst is CN(C=O)C. The product is [F:10][C:7]1[CH:8]=[CH:9][C:4]([CH:2]([N:27]2[CH2:26][CH2:25][N:24]([C:22]([O:21][C:17]([CH3:20])([CH3:19])[CH3:18])=[O:23])[CH2:29][CH2:28]2)[CH3:3])=[CH:5][CH:6]=1. The yield is 0.500. (2) The reactants are [NH2:1][C:2]1[CH:10]=[C:9]([O:11][CH3:12])[CH:8]=[C:7]([O:13][CH3:14])[C:3]=1[C:4]([NH2:6])=[O:5].[Br:15][C:16]1[N:21]=[C:20]([CH:22]=O)[CH:19]=[CH:18][C:17]=1[O:24][CH3:25].OS([O-])=O.[Na+].O.C1(C)C=CC(S(O)(=O)=O)=CC=1. The catalyst is CN(C)C(=O)C. The product is [Br:15][C:16]1[N:21]=[C:20]([C:22]2[NH:6][C:4](=[O:5])[C:3]3[C:2](=[CH:10][C:9]([O:11][CH3:12])=[CH:8][C:7]=3[O:13][CH3:14])[N:1]=2)[CH:19]=[CH:18][C:17]=1[O:24][CH3:25]. The yield is 0.520. (3) The reactants are [O:1]=[C:2]1[NH:11][C:10]2[N:9]3[CH:12]=[C:13]([C:15]([O:17][CH2:18]C)=O)[N:14]=[C:8]3[CH:7]=[CH:6][C:5]=2[C:4]([C:20]([F:23])([F:22])[F:21])=[CH:3]1.[NH2:24][NH2:25].O.C1(C)C=CC(S(O)(=O)=O)=CC=1. The catalyst is C(O)C. The product is [O:17]1[CH:18]=[N:25][N:24]=[C:15]1[C:13]1[N:14]=[C:8]2[CH:7]=[CH:6][C:5]3[C:4]([C:20]([F:22])([F:21])[F:23])=[CH:3][C:2](=[O:1])[NH:11][C:10]=3[N:9]2[CH:12]=1. The yield is 0.750. (4) The reactants are Cl.[CH2:2]([C@@:5]([C:14]([OH:16])=[O:15])([CH2:7][C:8]1[CH:13]=[CH:12][CH:11]=[CH:10][CH:9]=1)[NH2:6])[CH:3]=[CH2:4].[C:17](O[C:17]([O:19][C:20]([CH3:23])([CH3:22])[CH3:21])=[O:18])([O:19][C:20]([CH3:23])([CH3:22])[CH3:21])=[O:18].C(=O)(O)[O-].[Na+]. The catalyst is C1COCC1.O.C(OCC)(=O)C. The product is [C:20]([O:19][C:17]([NH:6][C@:5]([CH2:2][CH:3]=[CH2:4])([C:14]([OH:16])=[O:15])[CH2:7][C:8]1[CH:13]=[CH:12][CH:11]=[CH:10][CH:9]=1)=[O:18])([CH3:23])([CH3:22])[CH3:21]. The yield is 0.860. (5) The reactants are ClC1C=CC(C(C2C=CC(Cl)=CC=2)=O)=CC=1.[OH-].[K+].[N+]([C:22]1[CH:23]=[C:24]([C:30]#[N:31])[C:25](=[CH:28][CH:29]=1)[C:26]#[N:27])([O-])=O.Cl. The catalyst is C1(C)C=CC=CC=1.CS(C)=O. The product is [C:30](#[N:31])[C:24]1[C:25](=[CH:28][CH:29]=[CH:22][CH:23]=1)[C:26]#[N:27]. The yield is 0.950. (6) The product is [CH:1]([N:4]1[C:8]([C:9]2[N:18]=[C:17]3[C:16]4[CH:19]=[N:20][C:21]([O:23][C:24]([CH3:28])([CH3:29])[C:25]([NH2:31])=[O:27])=[CH:22][C:15]=4[O:14][CH2:13][CH2:12][N:11]3[CH:10]=2)=[N:7][CH:6]=[N:5]1)([CH3:3])[CH3:2]. The reactants are [CH:1]([N:4]1[C:8]([C:9]2[N:18]=[C:17]3[N:11]([CH2:12][CH2:13][O:14][C:15]4[CH:22]=[C:21]([O:23][C:24]([CH3:29])([CH3:28])[C:25]([OH:27])=O)[N:20]=[CH:19][C:16]=43)[CH:10]=2)=[N:7][CH:6]=[N:5]1)([CH3:3])[CH3:2].C[N:31](C(ON1N=NC2C=CC=NC1=2)=[N+](C)C)C.F[P-](F)(F)(F)(F)F.[Cl-].[NH4+].C(N(CC)CC)C. The catalyst is CN(C=O)C. The yield is 0.380. (7) The reactants are [C:1]1([C:11]2[CH:16]=[CH:15][CH:14]=[CH:13][CH:12]=2)[CH:6]=[CH:5][C:4]([CH2:7][C:8]([OH:10])=O)=[CH:3][CH:2]=1.CCN(C(C)C)C(C)C.C1CN([P+](ON2N=NC3C=CC=CC2=3)(N2CCCC2)N2CCCC2)CC1.F[P-](F)(F)(F)(F)F.[F:59][C:60]1[CH:61]=[C:62]([CH:65]=[CH:66][CH:67]=1)[CH2:63][NH2:64].Cl. The catalyst is CN(C=O)C.O. The product is [F:59][C:60]1[CH:61]=[C:62]([CH:65]=[CH:66][CH:67]=1)[CH2:63][NH:64][C:8](=[O:10])[CH2:7][C:4]1[CH:3]=[CH:2][C:1]([C:11]2[CH:16]=[CH:15][CH:14]=[CH:13][CH:12]=2)=[CH:6][CH:5]=1. The yield is 0.330. (8) The reactants are Cl[CH2:2][C:3]1[N:12]([C:13]2[CH:18]=[CH:17][CH:16]=[CH:15][C:14]=2[Cl:19])[C:11](=[O:20])[C:10]2[C:5](=[CH:6][CH:7]=[CH:8][C:9]=2[CH3:21])[N:4]=1.O.[SH:23][C:24]1[N:32]=[CH:31][N:30]=[C:29]2[C:25]=1[NH:26][CH:27]=[N:28]2.C([O-])([O-])=O.[K+].[K+]. The catalyst is CN(C=O)C. The product is [Cl:19][C:14]1[CH:15]=[CH:16][CH:17]=[CH:18][C:13]=1[N:12]1[C:11](=[O:20])[C:10]2[C:5](=[CH:6][CH:7]=[CH:8][C:9]=2[CH3:21])[N:4]=[C:3]1[CH2:2][S:23][C:24]1[N:32]=[CH:31][N:30]=[C:29]2[C:25]=1[N:26]=[CH:27][NH:28]2. The yield is 0.790. (9) The reactants are Br[C:2]1[CH:24]=[CH:23][C:5]2[C:6]3[N:7]([CH:11]=[C:12]([C:14]4[N:18]([CH:19]([CH3:21])[CH3:20])[N:17]=[C:16]([NH2:22])[N:15]=4)[N:13]=3)[CH2:8][CH2:9][O:10][C:4]=2[CH:3]=1.P([O-])([O-])([O-])=O.[K+].[K+].[K+].[CH:33]1(B2OC(C)(C)C(C)(C)O2)[CH2:35][CH2:34]1. The catalyst is C1COCC1.O.CCOC(C)=O. The product is [CH:33]1([C:2]2[CH:24]=[CH:23][C:5]3[C:6]4[N:7]([CH:11]=[C:12]([C:14]5[N:18]([CH:19]([CH3:21])[CH3:20])[N:17]=[C:16]([NH2:22])[N:15]=5)[N:13]=4)[CH2:8][CH2:9][O:10][C:4]=3[CH:3]=2)[CH2:35][CH2:34]1. The yield is 0.140. (10) The catalyst is CN(C)C=O.C(N(CC)CC)C. The yield is 0.860. The reactants are [Cl:1][C:2]1[CH:3]=[CH:4][C:5]2[O:9][C:8]([CH:10]([NH:15][C:16]3[CH:24]=[CH:23][C:19]([C:20](O)=[O:21])=[CH:18][CH:17]=3)[CH2:11][CH:12]([CH3:14])[CH3:13])=[C:7]([CH3:25])[C:6]=2[CH:26]=1.Cl.[CH2:28]([O:30][C:31](=[O:35])[CH2:32][CH2:33][NH2:34])[CH3:29].O.ON1C2C=CC=CC=2N=N1.Cl.C(N=C=NCCCN(C)C)C.Cl. The product is [Cl:1][C:2]1[CH:3]=[CH:4][C:5]2[O:9][C:8]([CH:10]([NH:15][C:16]3[CH:17]=[CH:18][C:19]([C:20]([NH:34][CH2:33][CH2:32][C:31]([O:30][CH2:28][CH3:29])=[O:35])=[O:21])=[CH:23][CH:24]=3)[CH2:11][CH:12]([CH3:14])[CH3:13])=[C:7]([CH3:25])[C:6]=2[CH:26]=1.